Dataset: NCI-60 drug combinations with 297,098 pairs across 59 cell lines. Task: Regression. Given two drug SMILES strings and cell line genomic features, predict the synergy score measuring deviation from expected non-interaction effect. (1) Drug 1: CC1=CC2C(CCC3(C2CCC3(C(=O)C)OC(=O)C)C)C4(C1=CC(=O)CC4)C. Drug 2: CCC(=C(C1=CC=CC=C1)C2=CC=C(C=C2)OCCN(C)C)C3=CC=CC=C3.C(C(=O)O)C(CC(=O)O)(C(=O)O)O. Cell line: UACC-257. Synergy scores: CSS=-6.03, Synergy_ZIP=3.08, Synergy_Bliss=-1.42, Synergy_Loewe=-4.55, Synergy_HSA=-5.35. (2) Drug 1: CC1=C2C(C(=O)C3(C(CC4C(C3C(C(C2(C)C)(CC1OC(=O)C(C(C5=CC=CC=C5)NC(=O)OC(C)(C)C)O)O)OC(=O)C6=CC=CC=C6)(CO4)OC(=O)C)OC)C)OC. Drug 2: COC1=NC(=NC2=C1N=CN2C3C(C(C(O3)CO)O)O)N. Cell line: PC-3. Synergy scores: CSS=51.2, Synergy_ZIP=10.4, Synergy_Bliss=9.09, Synergy_Loewe=-32.2, Synergy_HSA=8.61. (3) Synergy scores: CSS=26.6, Synergy_ZIP=3.35, Synergy_Bliss=5.55, Synergy_Loewe=-22.7, Synergy_HSA=0.993. Cell line: SR. Drug 2: CCC1(CC2CC(C3=C(CCN(C2)C1)C4=CC=CC=C4N3)(C5=C(C=C6C(=C5)C78CCN9C7C(C=CC9)(C(C(C8N6C)(C(=O)OC)O)OC(=O)C)CC)OC)C(=O)OC)O.OS(=O)(=O)O. Drug 1: C(=O)(N)NO. (4) Drug 1: CNC(=O)C1=CC=CC=C1SC2=CC3=C(C=C2)C(=NN3)C=CC4=CC=CC=N4. Drug 2: CC1C(C(CC(O1)OC2CC(CC3=C2C(=C4C(=C3O)C(=O)C5=C(C4=O)C(=CC=C5)OC)O)(C(=O)C)O)N)O.Cl. Cell line: HCT116. Synergy scores: CSS=14.7, Synergy_ZIP=-1.68, Synergy_Bliss=-0.533, Synergy_Loewe=-13.0, Synergy_HSA=0.797. (5) Drug 1: CC1=C2C(C(=O)C3(C(CC4C(C3C(C(C2(C)C)(CC1OC(=O)C(C(C5=CC=CC=C5)NC(=O)OC(C)(C)C)O)O)OC(=O)C6=CC=CC=C6)(CO4)OC(=O)C)O)C)O. Drug 2: CC1CCC2CC(C(=CC=CC=CC(CC(C(=O)C(C(C(=CC(C(=O)CC(OC(=O)C3CCCCN3C(=O)C(=O)C1(O2)O)C(C)CC4CCC(C(C4)OC)OCCO)C)C)O)OC)C)C)C)OC. Cell line: SK-MEL-28. Synergy scores: CSS=7.90, Synergy_ZIP=-2.23, Synergy_Bliss=5.26, Synergy_Loewe=2.37, Synergy_HSA=3.46. (6) Drug 1: CC1=C(C=C(C=C1)NC2=NC=CC(=N2)N(C)C3=CC4=NN(C(=C4C=C3)C)C)S(=O)(=O)N.Cl. Drug 2: C(CCl)NC(=O)N(CCCl)N=O. Cell line: T-47D. Synergy scores: CSS=1.29, Synergy_ZIP=-0.565, Synergy_Bliss=3.82, Synergy_Loewe=0.362, Synergy_HSA=1.02. (7) Drug 1: CCN(CC)CCCC(C)NC1=C2C=C(C=CC2=NC3=C1C=CC(=C3)Cl)OC. Drug 2: C1C(C(OC1N2C=NC3=C2NC=NCC3O)CO)O. Cell line: HCT116. Synergy scores: CSS=12.9, Synergy_ZIP=-4.41, Synergy_Bliss=-6.68, Synergy_Loewe=-8.25, Synergy_HSA=-8.76.